The task is: Predict the reactants needed to synthesize the given product.. This data is from Full USPTO retrosynthesis dataset with 1.9M reactions from patents (1976-2016). The reactants are: [CH:1]1([CH2:7][C@@H:8]([NH2:24])[CH2:9][N:10]2[CH2:15][CH:14]=[C:13]([C:16]3[CH:21]=[CH:20][CH:19]=[CH:18][C:17]=3[O:22][CH3:23])[CH2:12][CH2:11]2)[CH2:6][CH2:5][CH2:4][CH2:3][CH2:2]1.[CH3:25][C:26]1([C:32](Cl)=[O:33])[CH2:31][CH2:30][CH2:29][CH2:28][CH2:27]1. Given the product [CH:1]1([CH2:7][C@@H:8]([NH:24][C:32]([C:26]2([CH3:25])[CH2:31][CH2:30][CH2:29][CH2:28][CH2:27]2)=[O:33])[CH2:9][N:10]2[CH2:11][CH:12]=[C:13]([C:16]3[CH:21]=[CH:20][CH:19]=[CH:18][C:17]=3[O:22][CH3:23])[CH2:14][CH2:15]2)[CH2:6][CH2:5][CH2:4][CH2:3][CH2:2]1, predict the reactants needed to synthesize it.